Dataset: Forward reaction prediction with 1.9M reactions from USPTO patents (1976-2016). Task: Predict the product of the given reaction. (1) Given the reactants [Cl:1][C:2]1[CH:3]=[C:4]([CH2:17][N:18]2[C:22]([CH3:23])=[CH:21][C:20]([C:24]([NH:26][C:27]3[N:32]=[CH:31][C:30]([C:33]([OH:35])=O)=[CH:29][CH:28]=3)=[O:25])=[N:19]2)[C:5]2[O:9][C:8]([C:10]3[CH:15]=[CH:14][CH:13]=[CH:12][CH:11]=3)=[CH:7][C:6]=2[CH:16]=1.C(N1CCOCC1)C.[NH2:44][CH2:45][CH:46]1[CH2:51][CH2:50][N:49]([C:52]([O:54][C:55]([CH3:58])([CH3:57])[CH3:56])=[O:53])[CH2:48][CH2:47]1.O.ON1C2C=CC=CC=2N=N1.CN(C)CCCN=C=NCC, predict the reaction product. The product is: [Cl:1][C:2]1[CH:3]=[C:4]([CH2:17][N:18]2[C:22]([CH3:23])=[CH:21][C:20]([C:24]([NH:26][C:27]3[N:32]=[CH:31][C:30]([C:33]([NH:44][CH2:45][CH:46]4[CH2:51][CH2:50][N:49]([C:52]([O:54][C:55]([CH3:58])([CH3:57])[CH3:56])=[O:53])[CH2:48][CH2:47]4)=[O:35])=[CH:29][CH:28]=3)=[O:25])=[N:19]2)[C:5]2[O:9][C:8]([C:10]3[CH:15]=[CH:14][CH:13]=[CH:12][CH:11]=3)=[CH:7][C:6]=2[CH:16]=1. (2) Given the reactants [CH3:1][CH:2]1[C:6](=[N:7]O)[CH2:5][C:4]2([CH2:13][CH2:12][N:11]([CH3:14])[CH2:10][CH2:9]2)[O:3]1.[H-].COCCO[Al+]OCCOC.[Na+].[H-], predict the reaction product. The product is: [CH3:14][N:11]1[CH2:12][CH2:13][C:4]2([O:3][CH:2]([CH3:1])[CH:6]3[CH:5]2[NH:7]3)[CH2:9][CH2:10]1. (3) Given the reactants Cl[C:2]1[N:23]=[CH:22][CH:21]=[CH:20][C:3]=1[C:4]([NH:6][C:7]1[CH:12]=[CH:11][C:10]([O:13][C:14]2[CH:19]=[CH:18][CH:17]=[CH:16][CH:15]=2)=[CH:9][CH:8]=1)=[O:5].ClC1N=CC=CC=1C(NC1C=CC=C(Cl)C=1)=O.[O:41]([C:48]1[CH:54]=[CH:53][C:51]([NH2:52])=[CH:50][CH:49]=1)[C:42]1[CH:47]=[CH:46][CH:45]=[CH:44][CH:43]=1.NC1CCN(CC2C=CC=CC=2)CC1, predict the reaction product. The product is: [O:41]([C:48]1[CH:49]=[CH:50][C:51]([NH:52][C:2]2[N:23]=[CH:22][CH:21]=[CH:20][C:3]=2[C:4]([NH:6][C:7]2[CH:12]=[CH:11][C:10]([O:13][C:14]3[CH:19]=[CH:18][CH:17]=[CH:16][CH:15]=3)=[CH:9][CH:8]=2)=[O:5])=[CH:53][CH:54]=1)[C:42]1[CH:43]=[CH:44][CH:45]=[CH:46][CH:47]=1. (4) Given the reactants C([O-])(=O)C.[K+].[CH2:6]([N:8]1[C:12]([CH2:13][CH2:14][N:15]2[C:19](=[O:20])[C:18]3=[CH:21][CH:22]=[CH:23][CH:24]=[C:17]3[C:16]2=[O:25])=[CH:11][C:10]([C:26]#[N:27])=[N:9]1)[CH3:7].[Br:28]Br.S([O-])(O)=O.[Na+], predict the reaction product. The product is: [Br:28][C:11]1[C:10]([C:26]#[N:27])=[N:9][N:8]([CH2:6][CH3:7])[C:12]=1[CH2:13][CH2:14][N:15]1[C:16](=[O:25])[C:17]2=[CH:24][CH:23]=[CH:22][CH:21]=[C:18]2[C:19]1=[O:20]. (5) Given the reactants [F:1][C:2]1[C:3]([CH3:25])=[C:4]([C@:8]2([C:21]([O:23][CH3:24])=[O:22])[CH2:12][CH2:11][C:10](OS(C(F)(F)F)(=O)=O)=[CH:9]2)[CH:5]=[CH:6][CH:7]=1.Br[C:27]1[CH:32]=[CH:31][N:30]2[CH:33]=[CH:34][N:35]=[C:29]2[CH:28]=1, predict the reaction product. The product is: [F:1][C:2]1[C:3]([CH3:25])=[C:4]([C@:8]2([C:21]([O:23][CH3:24])=[O:22])[CH2:12][CH2:11][C:10]([C:27]3[CH:32]=[CH:31][N:30]4[CH:33]=[CH:34][N:35]=[C:29]4[CH:28]=3)=[CH:9]2)[CH:5]=[CH:6][CH:7]=1. (6) The product is: [CH:2]1([C:12]2[CH:13]=[C:14]([C:16]([O:18][CH2:19][CH3:20])=[O:17])[CH:15]=[C:10]([O:9][CH2:7][CH3:8])[C:11]=2[C:29]2[CH:30]=[CH:31][C:32]([F:35])=[CH:33][CH:34]=2)[CH2:5][CH2:4][CH2:3]1. Given the reactants [Br-].[CH:2]1([Zn+])[CH2:5][CH2:4][CH2:3]1.[CH2:7]([O:9][C:10]1[CH:15]=[C:14]([C:16]([O:18][CH2:19][CH3:20])=[O:17])[CH:13]=[C:12](OS(C(F)(F)F)(=O)=O)[C:11]=1[C:29]1[CH:34]=[CH:33][C:32]([F:35])=[CH:31][CH:30]=1)[CH3:8].C1COCC1.[Cl-].[NH4+], predict the reaction product. (7) Given the reactants C([O:3][C:4]([CH:6]1[CH2:11][CH2:10][N:9]([C:12]2[CH:17]=[CH:16][C:15]([F:18])=[CH:14][N:13]=2)[CH2:8][CH2:7]1)=[O:5])C.O[Li].O.C(O)(=O)C.C(OCC)(=O)C, predict the reaction product. The product is: [F:18][C:15]1[CH:16]=[CH:17][C:12]([N:9]2[CH2:10][CH2:11][CH:6]([C:4]([OH:5])=[O:3])[CH2:7][CH2:8]2)=[N:13][CH:14]=1.